From a dataset of Full USPTO retrosynthesis dataset with 1.9M reactions from patents (1976-2016). Predict the reactants needed to synthesize the given product. (1) Given the product [CH2:1]([O:5][CH2:6][CH2:7][O:8][C:9]1[CH:10]=[CH:11][C:12]([C:15]2[CH:16]=[CH:17][C:18]3[N:24]([C:25](=[O:30])[C:26]([F:29])([F:28])[F:27])[CH2:23][CH2:22][C:21]([C:31]([NH:33][C:34]4[CH:39]=[CH:38][C:37]([CH:40]([OH:47])[C:41]5[CH:46]=[CH:45][CH:44]=[CH:43][N+:42]=5[O-:58])=[C:36]([CH3:48])[CH:35]=4)=[O:32])=[CH:20][C:19]=3[CH:49]=2)=[CH:13][CH:14]=1)[CH2:2][CH2:3][CH3:4], predict the reactants needed to synthesize it. The reactants are: [CH2:1]([O:5][CH2:6][CH2:7][O:8][C:9]1[CH:14]=[CH:13][C:12]([C:15]2[CH:16]=[CH:17][C:18]3[N:24]([C:25](=[O:30])[C:26]([F:29])([F:28])[F:27])[CH2:23][CH2:22][C:21]([C:31]([NH:33][C:34]4[CH:39]=[CH:38][C:37]([CH:40]([OH:47])[C:41]5[CH:46]=[CH:45][CH:44]=[CH:43][N:42]=5)=[C:36]([CH3:48])[CH:35]=4)=[O:32])=[CH:20][C:19]=3[CH:49]=2)=[CH:11][CH:10]=1)[CH2:2][CH2:3][CH3:4].ClC1C=CC=C(C(OO)=[O:58])C=1.S([O-])([O-])(=O)=S.[Na+].[Na+]. (2) Given the product [Cl:1][C:2]1[CH:3]=[CH:4][C:5]([CH2:6][N:7]2[C:12]([NH:13][C:14]3[CH:15]=[CH:16][C:17]([C:20]([OH:22])=[O:21])=[CH:18][CH:19]=3)=[N:11][C:10](=[O:24])[N:9]([CH:25]([CH3:26])[CH3:27])[C:8]2=[O:28])=[CH:29][CH:30]=1, predict the reactants needed to synthesize it. The reactants are: [Cl:1][C:2]1[CH:30]=[CH:29][C:5]([CH2:6][N:7]2[C:12]([NH:13][C:14]3[CH:19]=[CH:18][C:17]([C:20]([O:22]C)=[O:21])=[CH:16][CH:15]=3)=[N:11][C:10](=[O:24])[N:9]([CH:25]([CH3:27])[CH3:26])[C:8]2=[O:28])=[CH:4][CH:3]=1.CO.[OH-].[Li+].Cl. (3) The reactants are: [F:1][C:2]1[CH:3]=[C:4]2[C:9](=[CH:10][CH:11]=1)[N:8]=[C:7]([N:12]1[CH2:15][C:14]3([CH2:18][CH:17]([NH:19][C:20]([O:22][CH2:23][C:24]4[O:28][N:27]=[C:26]([C:29](OCC)=[O:30])[CH:25]=4)=[O:21])[CH2:16]3)[CH2:13]1)[CH:6]=[CH:5]2.[CH3:34][NH2:35]. Given the product [F:1][C:2]1[CH:3]=[C:4]2[C:9](=[CH:10][CH:11]=1)[N:8]=[C:7]([N:12]1[CH2:13][C:14]3([CH2:16][CH:17]([NH:19][C:20](=[O:21])[O:22][CH2:23][C:24]4[O:28][N:27]=[C:26]([C:29](=[O:30])[NH:35][CH3:34])[CH:25]=4)[CH2:18]3)[CH2:15]1)[CH:6]=[CH:5]2, predict the reactants needed to synthesize it. (4) Given the product [CH3:9][O:8][C:5]1[C:4]([C:10]2[O:11][C:12]3[CH:18]=[CH:17][C:16]([C:19]4[CH:20]=[CH:21][CH:22]=[CH:23][CH:24]=4)=[CH:15][C:13]=3[N:14]=2)=[CH:3][C:2]([N:1]2[C:34](=[O:35])[C:28]3[C:27](=[CH:26][CH:25]=[C:30]([C:31]([OH:33])=[O:32])[CH:29]=3)[C:37]2=[O:36])=[CH:7][CH:6]=1, predict the reactants needed to synthesize it. The reactants are: [NH2:1][C:2]1[CH:3]=[C:4]([C:10]2[O:11][C:12]3[CH:18]=[CH:17][C:16]([C:19]4[CH:24]=[CH:23][CH:22]=[CH:21][CH:20]=4)=[CH:15][C:13]=3[N:14]=2)[C:5]([O:8][CH3:9])=[CH:6][CH:7]=1.[CH:25]1[C:30]([C:31]([OH:33])=[O:32])=[CH:29][C:28]2[C:34]([O:36][C:37](=O)[C:27]=2[CH:26]=1)=[O:35]. (5) The reactants are: [CH:1]1([N:14]2[CH2:19][CH2:18][C:17](=O)[CH2:16][CH2:15]2)[C:12]2=[C:13]3[C:8](=[CH:9][CH:10]=[CH:11]2)[CH2:7][CH2:6][CH2:5][CH:4]3[CH2:3][CH2:2]1.[NH2:21][C:22]1[CH:27]=[CH:26][CH:25]=[CH:24][CH:23]=1.C[Si]([C:32]#[N:33])(C)C.N. Given the product [CH:1]1([N:14]2[CH2:19][CH2:18][C:17]([NH:21][C:22]3[CH:27]=[CH:26][CH:25]=[CH:24][CH:23]=3)([C:32]#[N:33])[CH2:16][CH2:15]2)[C:12]2=[C:13]3[C:8](=[CH:9][CH:10]=[CH:11]2)[CH2:7][CH2:6][CH2:5][CH:4]3[CH2:3][CH2:2]1, predict the reactants needed to synthesize it. (6) Given the product [Cl:12][CH2:11][C:10]([C:3]1[CH:4]=[CH:5][C:6]([O:8][CH3:9])=[CH:7][C:2]=1[NH:1][C:14](=[O:16])[CH3:15])=[O:13], predict the reactants needed to synthesize it. The reactants are: [NH2:1][C:2]1[CH:7]=[C:6]([O:8][CH3:9])[CH:5]=[CH:4][C:3]=1[C:10](=[O:13])[CH2:11][Cl:12].[C:14](O)(=[O:16])[CH3:15]. (7) The reactants are: [CH3:1][O:2][C:3]1[CH:4]=[CH:5][C:6]2[CH:10]=[CH:9][S:8][C:7]=2[CH:11]=1.Br[C:13]1[CH:18]=[CH:17][C:16]([F:19])=[CH:15][CH:14]=1.CC(C)(C)C(O)=O.C(=O)([O-])[O-].[K+].[K+]. Given the product [F:19][C:16]1[CH:17]=[CH:18][C:13]([C:9]2[S:8][C:7]3[CH:11]=[C:3]([O:2][CH3:1])[CH:4]=[CH:5][C:6]=3[CH:10]=2)=[CH:14][CH:15]=1, predict the reactants needed to synthesize it. (8) The reactants are: [Br:1][C:2]1[C:10]2[O:9][CH:8]([CH3:11])[CH2:7][C:6]=2[C:5]([Cl:12])=[C:4]([C:13]#N)[CH:3]=1.[OH-:15].[Na+].[OH2:17]. Given the product [Br:1][C:2]1[C:10]2[O:9][CH:8]([CH3:11])[CH2:7][C:6]=2[C:5]([Cl:12])=[C:4]([C:13]([OH:17])=[O:15])[CH:3]=1, predict the reactants needed to synthesize it. (9) Given the product [CH2:1]([N:4]=[C:5]1[N:9]([CH2:20][C:21]([C:23]2[CH:28]=[CH:27][C:26]([CH3:29])=[CH:25][CH:24]=2)=[O:22])[C:8]2[CH:10]=[CH:11][C:12]([O:14][C:15]([F:18])([F:17])[F:16])=[CH:13][C:7]=2[S:6]1)[C:2]#[CH:3], predict the reactants needed to synthesize it. The reactants are: [CH2:1]([NH:4][C:5]1[S:6][C:7]2[CH:13]=[C:12]([O:14][C:15]([F:18])([F:17])[F:16])[CH:11]=[CH:10][C:8]=2[N:9]=1)[C:2]#[CH:3].Br[CH2:20][C:21]([C:23]1[CH:28]=[CH:27][C:26]([CH3:29])=[CH:25][CH:24]=1)=[O:22]. (10) Given the product [OH:21][CH:20]=[C:19]([C:22]1[CH:27]=[CH:26][C:25]([CH3:28])=[CH:24][CH:23]=1)[C:18]([NH:17][CH2:16][CH2:15][C:12]1[CH:13]=[CH:14][C:9]([OH:8])=[C:10]([O:30][CH3:31])[CH:11]=1)=[O:29], predict the reactants needed to synthesize it. The reactants are: C([O:8][C:9]1[CH:14]=[CH:13][C:12]([CH2:15][CH2:16][NH:17][C:18](=[O:29])[C:19]([C:22]2[CH:27]=[CH:26][C:25]([CH3:28])=[CH:24][CH:23]=2)=[CH:20][OH:21])=[CH:11][C:10]=1[O:30][CH3:31])C1C=CC=CC=1.Br.